Dataset: Forward reaction prediction with 1.9M reactions from USPTO patents (1976-2016). Task: Predict the product of the given reaction. (1) Given the reactants [Br:1][C:2]1[C:6]2[C:7](Cl)=[N:8][CH:9]=[CH:10][C:5]=2[S:4][CH:3]=1.[NH4+:12].[OH-], predict the reaction product. The product is: [Br:1][C:2]1[C:6]2[C:7]([NH2:12])=[N:8][CH:9]=[CH:10][C:5]=2[S:4][CH:3]=1. (2) Given the reactants [CH2:1]([CH2:3][NH2:4])[OH:2].[OH-].[Na+].[C:7](O[C:7]([O:9][C:10]([CH3:13])([CH3:12])[CH3:11])=[O:8])([O:9][C:10]([CH3:13])([CH3:12])[CH3:11])=[O:8].S([O-])(O)(=O)=O.[K+], predict the reaction product. The product is: [C:10]([O:9][C:7](=[O:8])[NH:4][CH2:3][CH2:1][OH:2])([CH3:13])([CH3:12])[CH3:11]. (3) Given the reactants [CH:1]1([N:4]2[CH2:10][CH2:9][CH2:8][C:7]3[CH:11]=[CH:12][C:13]([NH:15]C(=O)OCC4C=CC=CC=4)=[CH:14][C:6]=3[CH2:5]2)[CH2:3][CH2:2]1, predict the reaction product. The product is: [CH:1]1([N:4]2[CH2:10][CH2:9][CH2:8][C:7]3[CH:11]=[CH:12][C:13]([NH2:15])=[CH:14][C:6]=3[CH2:5]2)[CH2:3][CH2:2]1.